From a dataset of Full USPTO retrosynthesis dataset with 1.9M reactions from patents (1976-2016). Predict the reactants needed to synthesize the given product. Given the product [Br:1][C:2]1[CH:10]=[C:9]([F:11])[CH:8]=[C:7]2[C:3]=1[CH:4]=[CH:5][N:6]2[S:23]([C:20]1[CH:19]=[CH:18][C:17]([N+:14]([O-:16])=[O:15])=[CH:22][CH:21]=1)(=[O:24])=[O:25], predict the reactants needed to synthesize it. The reactants are: [Br:1][C:2]1[CH:10]=[C:9]([F:11])[CH:8]=[C:7]2[C:3]=1[CH:4]=[CH:5][NH:6]2.[H-].[Na+].[N+:14]([C:17]1[CH:22]=[CH:21][C:20]([S:23](Cl)(=[O:25])=[O:24])=[CH:19][CH:18]=1)([O-:16])=[O:15].